The task is: Predict which catalyst facilitates the given reaction.. This data is from Catalyst prediction with 721,799 reactions and 888 catalyst types from USPTO. Reactant: [CH3:1][O:2][C:3]1[CH:4]=[CH:5][C:6]2[O:10][CH:9]=[CH:8][C:7]=2[CH:11]=1.[CH3:12][N:13](C(=O)C(F)(F)F)[CH2:14][CH2:15][CH:16](OC(=O)C(F)(F)F)[C:17]1[CH:22]=[CH:21][CH:20]=[CH:19][CH:18]=1.[OH-].[Na+]. Product: [CH3:1][O:2][C:3]1[CH:4]=[CH:5][C:6]2[O:10][C:9]([CH:16]([C:17]3[CH:22]=[CH:21][CH:20]=[CH:19][CH:18]=3)[CH2:15][CH2:14][NH:13][CH3:12])=[CH:8][C:7]=2[CH:11]=1. The catalyst class is: 5.